Dataset: Catalyst prediction with 721,799 reactions and 888 catalyst types from USPTO. Task: Predict which catalyst facilitates the given reaction. Reactant: [C:1]1(=O)[CH2:5][CH2:4][CH2:3][CH2:2]1.[CH2:7]([NH2:10])[CH2:8][NH2:9].C(O)(=O)C.C([BH3-])#N.[Na+]. Product: [CH:1]1([NH:9][CH2:8][CH2:7][NH2:10])[CH2:5][CH2:4][CH2:3][CH2:2]1. The catalyst class is: 5.